Dataset: NCI-60 drug combinations with 297,098 pairs across 59 cell lines. Task: Regression. Given two drug SMILES strings and cell line genomic features, predict the synergy score measuring deviation from expected non-interaction effect. (1) Drug 1: CCC1(CC2CC(C3=C(CCN(C2)C1)C4=CC=CC=C4N3)(C5=C(C=C6C(=C5)C78CCN9C7C(C=CC9)(C(C(C8N6C=O)(C(=O)OC)O)OC(=O)C)CC)OC)C(=O)OC)O.OS(=O)(=O)O. Drug 2: CC1=C(C(=O)C2=C(C1=O)N3CC4C(C3(C2COC(=O)N)OC)N4)N. Cell line: SNB-19. Synergy scores: CSS=33.2, Synergy_ZIP=2.27, Synergy_Bliss=2.96, Synergy_Loewe=-0.570, Synergy_HSA=3.57. (2) Drug 1: C1=CC=C(C(=C1)C(C2=CC=C(C=C2)Cl)C(Cl)Cl)Cl. Drug 2: C(CC(=O)O)C(=O)CN.Cl. Cell line: UO-31. Synergy scores: CSS=1.11, Synergy_ZIP=0.170, Synergy_Bliss=-0.796, Synergy_Loewe=-0.975, Synergy_HSA=-1.91. (3) Drug 1: CC(C)CN1C=NC2=C1C3=CC=CC=C3N=C2N. Drug 2: CC1C(C(CC(O1)OC2CC(CC3=C2C(=C4C(=C3O)C(=O)C5=C(C4=O)C(=CC=C5)OC)O)(C(=O)CO)O)N)O.Cl. Cell line: PC-3. Synergy scores: CSS=42.0, Synergy_ZIP=-2.13, Synergy_Bliss=-3.19, Synergy_Loewe=-9.57, Synergy_HSA=-1.13. (4) Drug 1: CN1CCC(CC1)COC2=C(C=C3C(=C2)N=CN=C3NC4=C(C=C(C=C4)Br)F)OC. Drug 2: CC1=C(C=C(C=C1)NC2=NC=CC(=N2)N(C)C3=CC4=NN(C(=C4C=C3)C)C)S(=O)(=O)N.Cl. Cell line: SK-MEL-28. Synergy scores: CSS=2.00, Synergy_ZIP=2.78, Synergy_Bliss=10.2, Synergy_Loewe=2.79, Synergy_HSA=5.41. (5) Drug 1: CN1C(=O)N2C=NC(=C2N=N1)C(=O)N. Drug 2: C(CC(=O)O)C(=O)CN.Cl. Cell line: HCT-15. Synergy scores: CSS=8.43, Synergy_ZIP=-2.41, Synergy_Bliss=-12.0, Synergy_Loewe=-9.43, Synergy_HSA=-5.19. (6) Drug 1: CC1CCCC2(C(O2)CC(NC(=O)CC(C(C(=O)C(C1O)C)(C)C)O)C(=CC3=CSC(=N3)C)C)C. Drug 2: B(C(CC(C)C)NC(=O)C(CC1=CC=CC=C1)NC(=O)C2=NC=CN=C2)(O)O. Cell line: MOLT-4. Synergy scores: CSS=83.3, Synergy_ZIP=0.157, Synergy_Bliss=0.0961, Synergy_Loewe=-0.710, Synergy_HSA=0.157. (7) Drug 1: CN1CCC(CC1)COC2=C(C=C3C(=C2)N=CN=C3NC4=C(C=C(C=C4)Br)F)OC. Drug 2: CCC(=C(C1=CC=CC=C1)C2=CC=C(C=C2)OCCN(C)C)C3=CC=CC=C3.C(C(=O)O)C(CC(=O)O)(C(=O)O)O. Cell line: SK-MEL-28. Synergy scores: CSS=-3.05, Synergy_ZIP=1.65, Synergy_Bliss=1.30, Synergy_Loewe=-3.79, Synergy_HSA=-3.27. (8) Drug 1: C1=CC(=CC=C1CCCC(=O)O)N(CCCl)CCCl. Drug 2: C1=NNC2=C1C(=O)NC=N2. Cell line: BT-549. Synergy scores: CSS=4.42, Synergy_ZIP=-8.06, Synergy_Bliss=-6.57, Synergy_Loewe=-25.4, Synergy_HSA=-8.95.